From a dataset of NCI-60 drug combinations with 297,098 pairs across 59 cell lines. Regression. Given two drug SMILES strings and cell line genomic features, predict the synergy score measuring deviation from expected non-interaction effect. (1) Drug 1: CC1C(C(=O)NC(C(=O)N2CCCC2C(=O)N(CC(=O)N(C(C(=O)O1)C(C)C)C)C)C(C)C)NC(=O)C3=C4C(=C(C=C3)C)OC5=C(C(=O)C(=C(C5=N4)C(=O)NC6C(OC(=O)C(N(C(=O)CN(C(=O)C7CCCN7C(=O)C(NC6=O)C(C)C)C)C)C(C)C)C)N)C. Cell line: T-47D. Drug 2: C1=CN(C=N1)CC(O)(P(=O)(O)O)P(=O)(O)O. Synergy scores: CSS=10.7, Synergy_ZIP=-4.09, Synergy_Bliss=-2.95, Synergy_Loewe=-15.0, Synergy_HSA=-3.00. (2) Drug 1: CC1=C(C=C(C=C1)NC2=NC=CC(=N2)N(C)C3=CC4=NN(C(=C4C=C3)C)C)S(=O)(=O)N.Cl. Drug 2: CC1CCC2CC(C(=CC=CC=CC(CC(C(=O)C(C(C(=CC(C(=O)CC(OC(=O)C3CCCCN3C(=O)C(=O)C1(O2)O)C(C)CC4CCC(C(C4)OC)O)C)C)O)OC)C)C)C)OC. Cell line: LOX IMVI. Synergy scores: CSS=30.1, Synergy_ZIP=3.86, Synergy_Bliss=8.59, Synergy_Loewe=6.02, Synergy_HSA=10.7.